This data is from Reaction yield outcomes from USPTO patents with 853,638 reactions. The task is: Predict the reaction yield, written as a fraction of the theoretical maximum amount of product (1.0 means a 100% yield; for example, 0.34 means a 34% yield). (1) The reactants are Cl[C:2]1[C:7]([F:8])=[CH:6][C:5]([C@H:9]2[CH2:13][O:12][C:11]([CH3:15])([CH3:14])[O:10]2)=[CH:4][N:3]=1.[CH3:16][C@H:17]1[CH2:22][NH:21][CH2:20][CH2:19][N:18]1[C:23]([O:25][C:26]([CH3:29])([CH3:28])[CH3:27])=[O:24].CC(C)([O-])C.[Na+].C1(P(C2CCCCC2)C2C=CC=CC=2C2C(C(C)C)=CC(C(C)C)=CC=2C(C)C)CCCCC1. The catalyst is C1(C)C=CC=CC=1.[Pd].[Pd].C(=CC(C=CC1C=CC=CC=1)=O)C1C=CC=CC=1.C(=CC(C=CC1C=CC=CC=1)=O)C1C=CC=CC=1.C(=CC(C=CC1C=CC=CC=1)=O)C1C=CC=CC=1.CCOC(C)=O.O. The product is [C:26]([O:25][C:23]([N:18]1[CH2:19][CH2:20][N:21]([C:2]2[C:7]([F:8])=[CH:6][C:5]([C@H:9]3[CH2:13][O:12][C:11]([CH3:15])([CH3:14])[O:10]3)=[CH:4][N:3]=2)[CH2:22][C@@H:17]1[CH3:16])=[O:24])([CH3:29])([CH3:27])[CH3:28]. The yield is 0.630. (2) The yield is 0.520. The product is [CH2:1]([O:3][C:4]([N:6]1[C:14]2[C:9](=[CH:10][CH:11]=[C:12]([Cl:15])[CH:13]=2)[C:8]2([CH:16]([CH:17]3[CH2:18][CH2:19][CH2:20][CH2:21]3)[CH2:33][C:32](=[O:34])[NH:31][CH:30]2[C:26]2[CH:27]=[CH:28][CH:29]=[C:24]([Cl:23])[CH:25]=2)[C:7]1=[O:22])=[O:5])[CH3:2]. The reactants are [CH2:1]([O:3][C:4]([N:6]1[C:14]2[C:9](=[CH:10][CH:11]=[C:12]([Cl:15])[CH:13]=2)/[C:8](=[CH:16]/[CH:17]2[CH2:21][CH2:20][CH2:19][CH2:18]2)/[C:7]1=[O:22])=[O:5])[CH3:2].[Cl:23][C:24]1[CH:25]=[C:26]([CH:30]=[N:31][C:32]([O:34][Si](C)(C)C)=[CH2:33])[CH:27]=[CH:28][CH:29]=1. The catalyst is C1(C)C=CC=CC=1. (3) The catalyst is ClCCl. The yield is 0.740. The reactants are [CH2:1]([O:3][C:4](=[O:12])[C:5]1[CH:10]=[CH:9][C:8]([NH2:11])=[CH:7][CH:6]=1)[CH3:2].C(N(CC)CC)C.[N+:20]([C:23]1[CH:24]=[C:25]([CH:29]=[CH:30][CH:31]=1)[C:26](Cl)=[O:27])([O-:22])=[O:21]. The product is [CH2:1]([O:3][C:4](=[O:12])[C:5]1[CH:10]=[CH:9][C:8]([NH:11][C:26](=[O:27])[C:25]2[CH:29]=[CH:30][CH:31]=[C:23]([N+:20]([O-:22])=[O:21])[CH:24]=2)=[CH:7][CH:6]=1)[CH3:2]. (4) The reactants are [O:1]=[S:2]1(=[O:29])[C:11]2[C:10]([NH:12][C:13]3[CH:18]=[CH:17][C:16]([CH2:19][C:20]([OH:22])=O)=[CH:15][CH:14]=3)=[N:9][C:8]([C:23]3[CH:28]=[CH:27][CH:26]=[CH:25][CH:24]=3)=[N:7][C:6]=2[CH2:5][CH2:4][CH2:3]1.C(Cl)CCl.C1C=[CH:36][C:37]2N(O)N=[N:40][C:38]=2C=1.C(N)CC. The catalyst is CN(C=O)C.C(OCC)(=O)C. The product is [O:1]=[S:2]1(=[O:29])[C:11]2[C:10]([NH:12][C:13]3[CH:14]=[CH:15][C:16]([CH2:19][C:20]([NH:40][CH2:38][CH2:37][CH3:36])=[O:22])=[CH:17][CH:18]=3)=[N:9][C:8]([C:23]3[CH:24]=[CH:25][CH:26]=[CH:27][CH:28]=3)=[N:7][C:6]=2[CH2:5][CH2:4][CH2:3]1. The yield is 0.870. (5) The reactants are [C:1]1([C@@H:7]([NH:9][C:10]2[C:15]([N+:16]([O-])=O)=[CH:14][N:13]=[C:12](Br)[CH:11]=2)[CH3:8])[CH:6]=[CH:5][CH:4]=[CH:3][CH:2]=1.Br[C:21]1[CH:26]=[C:25](Br)[C:24]([N+]([O-])=O)=[CH:23][N:22]=1.C(N(C(C)C)CC)(C)C.[C:40]1([C@@H](N)C)C=C[CH:43]=[CH:42][CH:41]=1.[O:49]1CCC[CH2:50]1. The catalyst is C(OCC)(=O)C. The product is [C:1]1([C@@H:7]([N:9]2[C:10]3[CH:11]=[C:12]([C:43]4[CH:42]=[CH:41][CH:40]=[C:23]5[C:24]=4[CH:25]=[CH:26][CH:21]=[N:22]5)[N:13]=[CH:14][C:15]=3[NH:16][C:50]2=[O:49])[CH3:8])[CH:6]=[CH:5][CH:4]=[CH:3][CH:2]=1. The yield is 0.990. (6) The reactants are [CH2:1]([N:3]1[CH:7]=[C:6]([C:8]2[CH:13]=[CH:12][CH:11]=[CH:10][CH:9]=2)[N:5]=[C:4]1[CH:14]1[CH2:16][CH:15]1[C:17](O)=O)[CH3:2].CC1C=C(C)C=C(C)C=1S([O-])(=O)=O.[NH2:33][N:34]1[C:39]([CH3:40])=[CH:38][N:37]=[C:36]([CH3:41])[C:35]1=[NH2+:42].F[B-](F)(F)F.N1(OC(N(C)C)=[N+](C)C)C2C=CC=CC=2N=N1.C(N(CC)CC)C. The catalyst is CN(C=O)C. The product is [CH2:1]([N:3]1[CH:7]=[C:6]([C:8]2[CH:13]=[CH:12][CH:11]=[CH:10][CH:9]=2)[N:5]=[C:4]1[CH:14]1[CH2:16][CH:15]1[C:17]1[N:42]=[C:35]2[C:36]([CH3:41])=[N:37][CH:38]=[C:39]([CH3:40])[N:34]2[N:33]=1)[CH3:2]. The yield is 0.506.